Dataset: Catalyst prediction with 721,799 reactions and 888 catalyst types from USPTO. Task: Predict which catalyst facilitates the given reaction. (1) Reactant: [F:1][C:2]([F:18])([F:17])[C:3]1[CH:8]=[CH:7][C:6]([C:9]2([CH:15]=O)[CH2:14][CH2:13][CH2:12][CH2:11][CH2:10]2)=[CH:5][CH:4]=1.[CH3:19][NH2:20].C(O[BH-](OC(=O)C)OC(=O)C)(=O)C.[Na+]. Product: [CH3:19][NH:20][CH2:15][C:9]1([C:6]2[CH:7]=[CH:8][C:3]([C:2]([F:18])([F:17])[F:1])=[CH:4][CH:5]=2)[CH2:14][CH2:13][CH2:12][CH2:11][CH2:10]1. The catalyst class is: 26. (2) Product: [CH:1]1([C:4]2([OH:14])[CH2:13][CH2:12][C:7](=[O:8])[CH2:6][CH2:5]2)[CH2:3][CH2:2]1. Reactant: [CH:1]1([C:4]2([OH:14])[CH2:13][CH2:12][C:7]3(OCC[O:8]3)[CH2:6][CH2:5]2)[CH2:3][CH2:2]1.O.Cl. The catalyst class is: 372.